Task: Predict the reactants needed to synthesize the given product.. Dataset: Full USPTO retrosynthesis dataset with 1.9M reactions from patents (1976-2016) (1) Given the product [Br:2][C:3]1[CH:4]=[C:5]2[C:10](=[CH:11][CH:12]=1)[CH:9]=[C:8]([S:13]([C:16]1[CH:17]=[CH:18][C:19]([C:22]([CH:24]3[CH2:25][CH2:26][N:27]([C:31]4[CH:32]=[CH:33][C:34](=[O:38])[N:35]([CH3:37])[N:36]=4)[CH2:28][CH2:29]3)=[O:23])=[CH:20][CH:21]=1)(=[O:15])=[O:14])[CH:7]=[CH:6]2, predict the reactants needed to synthesize it. The reactants are: Cl.[Br:2][C:3]1[CH:4]=[C:5]2[C:10](=[CH:11][CH:12]=1)[CH:9]=[C:8]([S:13]([C:16]1[CH:21]=[CH:20][C:19]([C:22]([CH:24]3[CH2:29][CH2:28][NH:27][CH2:26][CH2:25]3)=[O:23])=[CH:18][CH:17]=1)(=[O:15])=[O:14])[CH:7]=[CH:6]2.Cl[C:31]1[CH:32]=[CH:33][C:34](=[O:38])[N:35]([CH3:37])[N:36]=1.C(N(CC)CC)C. (2) Given the product [CH3:3][C:4]1[CH:9]=[C:8]([O:10][CH2:11][C:12]2([CH3:16])[CH2:13][O:14][CH2:15]2)[CH:7]=[C:6]([CH3:17])[C:5]=1[C:18]1[CH:26]=[CH:25][C:24]([F:27])=[C:23]2[C:19]=1[CH2:20][CH2:21][C@H:22]2[O:28][C:29]1[CH:42]=[CH:41][C:32]2[C@H:33]([CH2:36][C:37]([OH:39])=[O:38])[CH2:34][O:35][C:31]=2[CH:30]=1, predict the reactants needed to synthesize it. The reactants are: [OH-].[Na+].[CH3:3][C:4]1[CH:9]=[C:8]([O:10][CH2:11][C:12]2([CH3:16])[CH2:15][O:14][CH2:13]2)[CH:7]=[C:6]([CH3:17])[C:5]=1[C:18]1[CH:26]=[CH:25][C:24]([F:27])=[C:23]2[C:19]=1[CH2:20][CH2:21][C@H:22]2[O:28][C:29]1[CH:42]=[CH:41][C:32]2[C@H:33]([CH2:36][C:37]([O:39]C)=[O:38])[CH2:34][O:35][C:31]=2[CH:30]=1. (3) Given the product [Cl:1][C:2]1[CH:3]=[C:4]([N:8]([CH2:9][C:10]2[C:19]3[C:14](=[C:15]([F:20])[CH:16]=[CH:17][CH:18]=3)[NH:13][C:12](=[O:21])[CH:11]=2)[C:23](=[O:28])[C:24]([O:26][CH3:27])=[O:25])[CH:5]=[CH:6][CH:7]=1, predict the reactants needed to synthesize it. The reactants are: [Cl:1][C:2]1[CH:3]=[C:4]([NH:8][CH2:9][C:10]2[C:19]3[C:14](=[C:15]([F:20])[CH:16]=[CH:17][CH:18]=3)[NH:13][C:12](=[O:21])[CH:11]=2)[CH:5]=[CH:6][CH:7]=1.Cl[C:23](=[O:28])[C:24]([O:26][CH3:27])=[O:25].